Dataset: hERG Central: cardiac toxicity at 1µM, 10µM, and general inhibition. Task: Predict hERG channel inhibition at various concentrations. (1) The compound is Cc1oc(CC(C)C)cc1C(=O)Nc1cccc2ccccc12. Results: hERG_inhib (hERG inhibition (general)): blocker. (2) The compound is O=C(CN(C1CCCCC1)S(=O)(=O)c1ccc(Cl)cc1)NCc1ccncc1. Results: hERG_inhib (hERG inhibition (general)): blocker. (3) The drug is O=C(Nc1ccnn1C1CCN(Cc2cc(Cl)ccc2O)CC1)C1CC1. Results: hERG_inhib (hERG inhibition (general)): blocker. (4) The molecule is Cc1cc(C(=O)Nc2ccc3ccccc3c2)oc1C. Results: hERG_inhib (hERG inhibition (general)): blocker. (5) The compound is CCC1CCCCN1CCCNC(=O)c1cc2c(Cl)nc3ccccc3c2s1. Results: hERG_inhib (hERG inhibition (general)): blocker. (6) The drug is COc1cccc(C(=O)NC2CC3CCCC(C2)N3CC(=O)Nc2ccccc2)c1.Cl. Results: hERG_inhib (hERG inhibition (general)): blocker.